From a dataset of Forward reaction prediction with 1.9M reactions from USPTO patents (1976-2016). Predict the product of the given reaction. (1) Given the reactants F[C:2]1[CH:7]=[C:6]([Br:8])[CH:5]=[CH:4][C:3]=1[N+:9]([O-:11])=[O:10].[NH3:12], predict the reaction product. The product is: [Br:8][C:6]1[CH:5]=[CH:4][C:3]([N+:9]([O-:11])=[O:10])=[C:2]([CH:7]=1)[NH2:12]. (2) Given the reactants [NH2:1][C:2]1[CH:3]=[C:4]([NH:8][C:9](=[O:25])[C:10]([N:12]2[CH2:17][CH2:16][CH:15]([CH2:18][C:19]3[CH:24]=[CH:23][CH:22]=[CH:21][CH:20]=3)[CH2:14][CH2:13]2)=[O:11])[CH:5]=[CH:6][CH:7]=1.N1C=CC=CC=1.[CH3:32][S:33](Cl)(=[O:35])=[O:34].C(=O)([O-])O.[Na+], predict the reaction product. The product is: [CH2:18]([CH:15]1[CH2:16][CH2:17][N:12]([C:10](=[O:11])[C:9]([NH:8][C:4]2[CH:5]=[CH:6][CH:7]=[C:2]([NH:1][S:33]([CH3:32])(=[O:35])=[O:34])[CH:3]=2)=[O:25])[CH2:13][CH2:14]1)[C:19]1[CH:20]=[CH:21][CH:22]=[CH:23][CH:24]=1. (3) Given the reactants [CH2:1]([O:3][C:4]([C:6]1[CH2:7][CH2:8][CH2:9][N:10]2[C:15](=[O:16])[CH2:14][O:13][CH2:12][C:11]=12)=[O:5])[CH3:2], predict the reaction product. The product is: [CH2:1]([O:3][C:4]([CH:6]1[CH:11]2[CH2:12][O:13][CH2:14][C:15](=[O:16])[N:10]2[CH2:9][CH2:8][CH2:7]1)=[O:5])[CH3:2].